Dataset: TCR-epitope binding with 47,182 pairs between 192 epitopes and 23,139 TCRs. Task: Binary Classification. Given a T-cell receptor sequence (or CDR3 region) and an epitope sequence, predict whether binding occurs between them. (1) The epitope is TLIGDCATV. The TCR CDR3 sequence is CATRWSANTEAFF. Result: 0 (the TCR does not bind to the epitope). (2) The epitope is FLPRVFSAV. The TCR CDR3 sequence is CASSQQTVVPGELFF. Result: 1 (the TCR binds to the epitope). (3) The epitope is FLKEKGGL. The TCR CDR3 sequence is CASKWDPGQGSHYSNQPQHF. Result: 1 (the TCR binds to the epitope). (4) The TCR CDR3 sequence is CASTSPDRGNEKLFF. Result: 1 (the TCR binds to the epitope). The epitope is SGPLKAEIAQRLED. (5) The epitope is LLWNGPMAV. The TCR CDR3 sequence is CASSSGPAYEQYF. Result: 1 (the TCR binds to the epitope). (6) The epitope is KLPDDFTGCV. The TCR CDR3 sequence is CASSLGDGSRDEQYF. Result: 1 (the TCR binds to the epitope). (7) The epitope is IVTDFSVIK. The TCR CDR3 sequence is CASSQNSPLHF. Result: 1 (the TCR binds to the epitope). (8) The epitope is FLRGRAYGL. The TCR CDR3 sequence is CAIKKGEGVIAYEQYF. Result: 1 (the TCR binds to the epitope). (9) The TCR CDR3 sequence is CASGAGGLNEQFF. Result: 0 (the TCR does not bind to the epitope). The epitope is VTEHDTLLY.